Regression/Classification. Given a drug SMILES string, predict its absorption, distribution, metabolism, or excretion properties. Task type varies by dataset: regression for continuous measurements (e.g., permeability, clearance, half-life) or binary classification for categorical outcomes (e.g., BBB penetration, CYP inhibition). Dataset: b3db_classification. From a dataset of Blood-brain barrier permeability classification from the B3DB database. (1) The molecule is CC(C)(C)C(=O)OCOC(=O)[C@@H]1N2C(=O)[C@H](NC(=O)[C@H](N)c3ccccc3)[C@@H]2SC1(C)C. The result is 0 (does not penetrate BBB). (2) The compound is CC1(C)O[C@@H]2CC3C4C[C@H](F)C5=CC(=O)C=C[C@]5(C)C4[C@@H](O)C[C@]3(C)[C@]2(C(=O)CO)O1. The result is 1 (penetrates BBB). (3) The compound is NCCC(Oc1ccc(C(F)(F)F)cc1)c1ccccc1. The result is 1 (penetrates BBB). (4) The compound is COCCCCC(=NOCCN)c1ccc(Cl)cc1. The result is 1 (penetrates BBB).